Dataset: Full USPTO retrosynthesis dataset with 1.9M reactions from patents (1976-2016). Task: Predict the reactants needed to synthesize the given product. (1) Given the product [CH3:1][C@@H:2]1[CH2:6][CH2:5][CH2:4][N:3]1[CH2:7][CH2:8][C:9]1[CH:14]=[CH:13][C:12]([C:15]2[CH:20]=[CH:19][C:18]([C:21]3([C:26]([NH:30][CH2:31][CH2:32][C:33]([O:35][CH2:36][CH3:37])=[O:34])=[O:28])[CH2:25][CH2:24][CH2:23][CH2:22]3)=[CH:17][CH:16]=2)=[CH:11][CH:10]=1, predict the reactants needed to synthesize it. The reactants are: [CH3:1][C@@H:2]1[CH2:6][CH2:5][CH2:4][N:3]1[CH2:7][CH2:8][C:9]1[CH:14]=[CH:13][C:12]([C:15]2[CH:20]=[CH:19][C:18]([C:21]3([C:26]([OH:28])=O)[CH2:25][CH2:24][CH2:23][CH2:22]3)=[CH:17][CH:16]=2)=[CH:11][CH:10]=1.Cl.[NH2:30][CH2:31][CH2:32][C:33]([O:35][CH2:36][CH3:37])=[O:34].CN(C(ON1N=NC2C=CC=NC1=2)=[N+](C)C)C.F[P-](F)(F)(F)(F)F.Cl. (2) Given the product [CH2:25]([N:4]1[C:5]([C:6]2[CH:13]=[CH:12][CH:11]=[CH:10][C:7]=2[CH:8]=[O:9])=[N:1][N:2]=[N:3]1)[C:26]1[CH:31]=[CH:30][CH:29]=[CH:28][CH:27]=1, predict the reactants needed to synthesize it. The reactants are: [NH:1]1[C:5]([C:6]2[CH:13]=[CH:12][CH:11]=[CH:10][C:7]=2[CH:8]=[O:9])=[N:4][N:3]=[N:2]1.O1CCCC1.C(=O)([O-])[O-].[K+].[K+].[CH2:25](Br)[C:26]1[CH:31]=[CH:30][CH:29]=[CH:28][CH:27]=1. (3) Given the product [CH3:31][C:29]1[S:30][C:26]([S:21]([C:18]2[CH:19]=[CH:20][C:15]([CH2:14][NH:13][C:10]([C:11]3[CH:41]=[CH:40][C:39]4[N:38]([CH:37]=[CH:36][N:35]=4)[CH:43]=3)=[O:12])=[CH:16][CH:17]=2)(=[O:23])=[O:22])=[C:27]([CH3:32])[N:28]=1, predict the reactants needed to synthesize it. The reactants are: N1CCC[C@H]1C([O-])=O.[Cs+].[C:10]([NH:13][CH2:14][C:15]1[CH:20]=[CH:19][C:18]([S:21]([O-:23])=[O:22])=[CH:17][CH:16]=1)(=[O:12])[CH3:11].[Na+].Br[C:26]1[S:30][C:29]([CH3:31])=[N:28][C:27]=1[CH3:32].N.Cl.[N:35]1[CH:36]=[CH:37][N:38]2[CH:43]=C(C(O)=O)[CH:41]=[CH:40][C:39]=12.F[P-](F)(F)(F)(F)F.N1(O[P+](N(C)C)(N(C)C)N(C)C)C2C=CC=CC=2N=N1. (4) Given the product [CH3:19][O:18][C:15]1[CH:16]=[CH:17][C:12]([C:6]2[CH:5]=[CH:4][CH:3]=[C:2]([OH:1])[CH:7]=2)=[CH:13][CH:14]=1, predict the reactants needed to synthesize it. The reactants are: [OH:1][C:2]1[CH:3]=[C:4](B(O)O)[CH:5]=[CH:6][CH:7]=1.I[C:12]1[CH:17]=[CH:16][C:15]([O:18][CH3:19])=[CH:14][CH:13]=1.O. (5) Given the product [F:7]/[C:8](/[C:16]1[CH:21]=[CH:20][C:19]([O:22][C:23]([F:25])([F:24])[F:26])=[CH:18][CH:17]=1)=[CH:9]\[C:10]1[CH:14]=[C:13]([CH3:15])[N:12]([CH2:32][C:33]2[CH:34]=[C:35]([C:39]([N:41]3[CH2:45][CH2:44][CH2:43][CH2:42]3)=[O:40])[CH:36]=[CH:37][CH:38]=2)[N:11]=1, predict the reactants needed to synthesize it. The reactants are: CC(C)([O-])C.[K+].[F:7]/[C:8](/[C:16]1[CH:21]=[CH:20][C:19]([O:22][C:23]([F:26])([F:25])[F:24])=[CH:18][CH:17]=1)=[CH:9]\[C:10]1[CH:14]=[C:13]([CH3:15])[NH:12][N:11]=1.CS(O[CH2:32][C:33]1[CH:38]=[CH:37][CH:36]=[C:35]([C:39]([N:41]2[CH2:45][CH2:44][CH2:43][CH2:42]2)=[O:40])[CH:34]=1)(=O)=O. (6) The reactants are: [Cl:1][C:2]1[C:7]([S:8]([N:11]([O:13][CH3:14])[CH3:12])(=[O:10])=[O:9])=[C:6]([OH:15])[C:5]([NH:16][C:17]2[C:20](=[O:21])[C:19](=[O:22])[C:18]=2OCC)=[CH:4][CH:3]=1.[NH2:26][CH:27]([CH2:30][CH3:31])[CH2:28][CH3:29]. Given the product [Cl:1][C:2]1[C:7]([S:8]([N:11]([O:13][CH3:14])[CH3:12])(=[O:9])=[O:10])=[C:6]([OH:15])[C:5]([NH:16][C:17]2[C:20](=[O:21])[C:19](=[O:22])[C:18]=2[NH:26][CH:27]([CH2:30][CH3:31])[CH2:28][CH3:29])=[CH:4][CH:3]=1, predict the reactants needed to synthesize it. (7) The reactants are: [NH2:1][C:2]1[CH:3]=[N:4][CH:5]=[C:6]([Br:8])[CH:7]=1.[C:9]([O:13][C:14](O[C:14]([O:13][C:9]([CH3:12])([CH3:11])[CH3:10])=[O:15])=[O:15])([CH3:12])([CH3:11])[CH3:10].C(N(CC)CC)C. Given the product [Br:8][C:6]1[CH:7]=[C:2]([NH:1][C:14](=[O:15])[O:13][C:9]([CH3:12])([CH3:11])[CH3:10])[CH:3]=[N:4][CH:5]=1, predict the reactants needed to synthesize it.